Dataset: Reaction yield outcomes from USPTO patents with 853,638 reactions. Task: Predict the reaction yield, written as a fraction of the theoretical maximum amount of product (1.0 means a 100% yield; for example, 0.34 means a 34% yield). (1) The reactants are I[C:2]1[C:10]2[C:5](=[CH:6][CH:7]=[C:8]([NH:11][C:12](=[O:21])[CH2:13][C:14]3[CH:19]=[CH:18][CH:17]=[CH:16][C:15]=3[CH3:20])[CH:9]=2)[NH:4][N:3]=1.[CH3:22][N:23]1[CH2:28][CH2:27][CH:26]([O:29][C:30]2[CH:35]=[CH:34][C:33](B3OC(C)(C)C(C)(C)O3)=[CH:32][CH:31]=2)[CH2:25][CH2:24]1.C([O-])([O-])=O.[Na+].[Na+].C1(C)C=CC=CC=1. The catalyst is C1C=CC([P]([Pd]([P](C2C=CC=CC=2)(C2C=CC=CC=2)C2C=CC=CC=2)([P](C2C=CC=CC=2)(C2C=CC=CC=2)C2C=CC=CC=2)[P](C2C=CC=CC=2)(C2C=CC=CC=2)C2C=CC=CC=2)(C2C=CC=CC=2)C2C=CC=CC=2)=CC=1.O.CCO. The product is [CH3:22][N:23]1[CH2:28][CH2:27][CH:26]([O:29][C:30]2[CH:35]=[CH:34][C:33]([C:2]3[C:10]4[C:5](=[CH:6][CH:7]=[C:8]([NH:11][C:12](=[O:21])[CH2:13][C:14]5[CH:19]=[CH:18][CH:17]=[CH:16][C:15]=5[CH3:20])[CH:9]=4)[NH:4][N:3]=3)=[CH:32][CH:31]=2)[CH2:25][CH2:24]1. The yield is 0.110. (2) The reactants are [CH:1]1([C:4]2[O:8][N:7]=[C:6]([C:9]3[C:14]([Cl:15])=[CH:13][CH:12]=[CH:11][C:10]=3[Cl:16])[C:5]=2[CH2:17]O)[CH2:3][CH2:2]1.P(Br)(Br)[Br:20].C(=O)(O)[O-].[Na+]. The catalyst is ClCCl. The product is [Br:20][CH2:17][C:5]1[C:6]([C:9]2[C:14]([Cl:15])=[CH:13][CH:12]=[CH:11][C:10]=2[Cl:16])=[N:7][O:8][C:4]=1[CH:1]1[CH2:3][CH2:2]1. The yield is 0.940. (3) The reactants are [CH2:1]([O:3][C:4](=[O:23])[C@H:5]([CH2:15][C:16]1[CH:21]=[CH:20][C:19]([OH:22])=[CH:18][CH:17]=1)[NH:6][C:7](=[O:14])[C:8]1[CH:13]=[CH:12][CH:11]=[CH:10][CH:9]=1)[CH3:2].[CH2:24]([S:36][CH:37](O)[CH3:38])[CH2:25][CH2:26][CH2:27][CH2:28][CH2:29][CH2:30][CH2:31][CH2:32][CH2:33][CH2:34][CH3:35]. No catalyst specified. The product is [CH2:1]([O:3][C:4](=[O:23])[C@H:5]([CH2:15][C:16]1[CH:21]=[CH:20][C:19]([O:22][CH2:38][CH2:37][S:36][CH2:24][CH2:25][CH2:26][CH2:27][CH2:28][CH2:29][CH2:30][CH2:31][CH2:32][CH2:33][CH2:34][CH3:35])=[CH:18][CH:17]=1)[NH:6][C:7](=[O:14])[C:8]1[CH:13]=[CH:12][CH:11]=[CH:10][CH:9]=1)[CH3:2]. The yield is 0.660. (4) The reactants are [CH3:1][S:2]([C:5]1[CH:10]=[CH:9][C:8]([CH:11]([CH2:24][CH:25]2[CH2:29][CH2:28][O:27][CH2:26]2)[C:12](=O)[CH2:13][CH2:14][C:15]([C:17]2[CH:22]=[CH:21][CH:20]=[CH:19][N:18]=2)=O)=[CH:7][CH:6]=1)(=[O:4])=[O:3].C([O-])(=O)C.[NH4+:34].C(=O)([O-])O.[Na+]. The catalyst is C(O)(=O)C.C(OCC)(=O)C. The product is [CH3:1][S:2]([C:5]1[CH:10]=[CH:9][C:8]([CH:11]([C:12]2[NH:34][C:15]([C:17]3[CH:22]=[CH:21][CH:20]=[CH:19][N:18]=3)=[CH:14][CH:13]=2)[CH2:24][CH:25]2[CH2:29][CH2:28][O:27][CH2:26]2)=[CH:7][CH:6]=1)(=[O:4])=[O:3]. The yield is 0.660. (5) The reactants are [OH:1][C:2]1[C:11]2[C:6](=[CH:7][CH:8]=[CH:9][CH:10]=2)[N:5]=[CH:4][C:3]=1[C:12]([OH:14])=O.CN(C(ON1N=NC2C=CC=NC1=2)=[N+](C)C)C.F[P-](F)(F)(F)(F)F.CCN(C(C)C)C(C)C.[NH2:48][C:49]1[CH:54]=[CH:53][CH:52]=[CH:51][CH:50]=1. The catalyst is CN(C=O)C. The product is [O:1]=[C:2]1[C:11]2[C:6](=[CH:7][CH:8]=[CH:9][CH:10]=2)[NH:5][CH:4]=[C:3]1[C:12]([NH:48][C:49]1[CH:54]=[CH:53][CH:52]=[CH:51][CH:50]=1)=[O:14]. The yield is 0.450. (6) The reactants are [C:1]([O:5][C:6](=[O:31])[CH2:7][O:8][C:9]1[CH:14]=[CH:13][C:12]([Cl:15])=[CH:11][C:10]=1[C:16]#[C:17][C:18]1[CH:23]=[C:22]([S:24]([CH2:27][CH2:28][CH3:29])(=[O:26])=[O:25])[CH:21]=[CH:20][C:19]=1[F:30])([CH3:4])([CH3:3])[CH3:2].[C:32](OC(=O)COC1C=CC(Cl)=CC=1C#C)(C)(C)C.BrC1C=C(S(CC(C)C)(=O)=O)C=CC=1F. No catalyst specified. The product is [C:1]([O:5][C:6](=[O:31])[CH2:7][O:8][C:9]1[CH:14]=[CH:13][C:12]([Cl:15])=[CH:11][C:10]=1[C:16]#[C:17][C:18]1[CH:23]=[C:22]([S:24]([CH2:27][CH:28]([CH3:32])[CH3:29])(=[O:25])=[O:26])[CH:21]=[CH:20][C:19]=1[F:30])([CH3:2])([CH3:4])[CH3:3]. The yield is 0.990. (7) The reactants are FC1C=CC=CC=1C(C(=O)C)CC=O.C[O:16][CH:17](OC)[CH2:18][CH:19]([C:25]1[CH:30]=[CH:29][CH:28]=[CH:27][CH:26]=1)[C:20](=[O:24])[C:21]#[C:22][CH3:23]. No catalyst specified. The product is [O:24]=[C:20]([C:21]#[C:22][CH3:23])[CH:19]([C:25]1[CH:30]=[CH:29][CH:28]=[CH:27][CH:26]=1)[CH2:18][CH:17]=[O:16]. The yield is 0.972. (8) The reactants are COC1C=C(C=CC=1OC)C[NH:7][C:8]1[N:13]2[N:14]=[C:15]([C:17]3[O:18][CH:19]=[CH:20][CH:21]=3)[N:16]=[C:12]2[CH:11]=[C:10]([C:22]#[C:23][C:24]2([OH:29])[CH2:28][CH2:27][CH2:26][CH2:25]2)[N:9]=1.O.C(C1C(=O)C(Cl)=C(Cl)C(=O)C=1C#N)#N. The catalyst is C(Cl)(Cl)Cl. The product is [NH2:7][C:8]1[N:13]2[N:14]=[C:15]([C:17]3[O:18][CH:19]=[CH:20][CH:21]=3)[N:16]=[C:12]2[CH:11]=[C:10]([C:22]#[C:23][C:24]2([OH:29])[CH2:25][CH2:26][CH2:27][CH2:28]2)[N:9]=1. The yield is 0.530.